Dataset: Forward reaction prediction with 1.9M reactions from USPTO patents (1976-2016). Task: Predict the product of the given reaction. (1) Given the reactants [C:1]1([C:7]2[CH:12]=[CH:11][CH:10]=[CH:9][C:8]=2[CH2:13][C:14]#[N:15])[CH:6]=[CH:5][CH:4]=[CH:3][CH:2]=1.[H-].[H-].[H-].[H-].[Li+].[Al+3], predict the reaction product. The product is: [C:1]1([C:7]2[CH:12]=[CH:11][CH:10]=[CH:9][C:8]=2[CH2:13][CH2:14][NH2:15])[CH:2]=[CH:3][CH:4]=[CH:5][CH:6]=1. (2) Given the reactants [Cl:1][C:2]1[CH:7]=[CH:6][C:5]([C:8]([C:11]2[C:12]([CH2:17][OH:18])=[N:13][CH:14]=[CH:15][CH:16]=2)([CH3:10])[CH3:9])=[CH:4][CH:3]=1.CCN(CC)CC.[CH3:26][S:27](Cl)(=[O:29])=[O:28].O, predict the reaction product. The product is: [Cl:1][C:2]1[CH:3]=[CH:4][C:5]([C:8]([C:11]2[C:12]([CH2:17][O:18][S:27]([CH3:26])(=[O:29])=[O:28])=[N:13][CH:14]=[CH:15][CH:16]=2)([CH3:10])[CH3:9])=[CH:6][CH:7]=1.